Dataset: Full USPTO retrosynthesis dataset with 1.9M reactions from patents (1976-2016). Task: Predict the reactants needed to synthesize the given product. (1) The reactants are: [CH3:1][O:2][CH:3](Cl)Cl.[Br:6][C:7]1[CH:16]=[CH:15][C:14]2[C:9](=[CH:10][CH:11]=[C:12]([O:17]C)[CH:13]=2)[CH:8]=1.Cl. Given the product [Br:6][C:7]1[CH:8]=[C:9]2[C:14](=[CH:15][CH:16]=1)[C:13]([CH:12]=[O:17])=[C:3]([O:2][CH3:1])[CH:11]=[CH:10]2, predict the reactants needed to synthesize it. (2) Given the product [CH2:4]([N:11]1[CH2:10][CH2:9][C:8]([C:5]2[CH:6]=[CH:7][C:2]([Cl:1])=[CH:3][CH:4]=2)([OH:14])[CH2:13][CH2:12]1)[CH2:3][C:2]#[CH:7], predict the reactants needed to synthesize it. The reactants are: [Cl:1][C:2]1[CH:7]=[CH:6][C:5]([C:8]2([OH:14])[CH2:13][CH2:12][NH:11][CH2:10][CH2:9]2)=[CH:4][CH:3]=1.C(=O)([O-])[O-].[K+].[K+].